Dataset: Forward reaction prediction with 1.9M reactions from USPTO patents (1976-2016). Task: Predict the product of the given reaction. Given the reactants C([O:3][C:4]([C:6]1[O:10][N:9]=[C:8]([CH2:11][C:12]([F:15])([F:14])[F:13])[CH:7]=1)=[O:5])C.[Li+].[OH-], predict the reaction product. The product is: [F:15][C:12]([F:13])([F:14])[CH2:11][C:8]1[CH:7]=[C:6]([C:4]([OH:5])=[O:3])[O:10][N:9]=1.